Dataset: NCI-60 drug combinations with 297,098 pairs across 59 cell lines. Task: Regression. Given two drug SMILES strings and cell line genomic features, predict the synergy score measuring deviation from expected non-interaction effect. (1) Drug 1: CC1C(C(CC(O1)OC2CC(OC(C2O)C)OC3=CC4=CC5=C(C(=O)C(C(C5)C(C(=O)C(C(C)O)O)OC)OC6CC(C(C(O6)C)O)OC7CC(C(C(O7)C)O)OC8CC(C(C(O8)C)O)(C)O)C(=C4C(=C3C)O)O)O)O. Drug 2: CC12CCC3C(C1CCC2O)C(CC4=C3C=CC(=C4)O)CCCCCCCCCS(=O)CCCC(C(F)(F)F)(F)F. Cell line: OVCAR-5. Synergy scores: CSS=38.6, Synergy_ZIP=1.48, Synergy_Bliss=-1.87, Synergy_Loewe=-42.1, Synergy_HSA=-3.48. (2) Drug 1: C1=NC2=C(N1)C(=S)N=C(N2)N. Drug 2: CCC1(C2=C(COC1=O)C(=O)N3CC4=CC5=C(C=CC(=C5CN(C)C)O)N=C4C3=C2)O.Cl. Cell line: M14. Synergy scores: CSS=47.1, Synergy_ZIP=-0.679, Synergy_Bliss=2.26, Synergy_Loewe=3.49, Synergy_HSA=4.07. (3) Drug 1: C1=CC=C(C=C1)NC(=O)CCCCCCC(=O)NO. Drug 2: N.N.Cl[Pt+2]Cl. Cell line: COLO 205. Synergy scores: CSS=44.5, Synergy_ZIP=-2.61, Synergy_Bliss=3.39, Synergy_Loewe=8.18, Synergy_HSA=8.38.